This data is from NCI-60 drug combinations with 297,098 pairs across 59 cell lines. The task is: Regression. Given two drug SMILES strings and cell line genomic features, predict the synergy score measuring deviation from expected non-interaction effect. Drug 1: CC1=C2C(C(=O)C3(C(CC4C(C3C(C(C2(C)C)(CC1OC(=O)C(C(C5=CC=CC=C5)NC(=O)OC(C)(C)C)O)O)OC(=O)C6=CC=CC=C6)(CO4)OC(=O)C)OC)C)OC. Drug 2: CNC(=O)C1=CC=CC=C1SC2=CC3=C(C=C2)C(=NN3)C=CC4=CC=CC=N4. Cell line: NCI-H522. Synergy scores: CSS=39.5, Synergy_ZIP=-8.56, Synergy_Bliss=-8.46, Synergy_Loewe=-32.3, Synergy_HSA=-6.55.